Predict the product of the given reaction. From a dataset of Forward reaction prediction with 1.9M reactions from USPTO patents (1976-2016). (1) Given the reactants C(OC([N:8]1[CH2:12][CH2:11][CH:10]([O:13][C:14]2[CH:19]=[CH:18][C:17]([F:20])=[CH:16][CH:15]=2)[CH2:9]1)=O)(C)(C)C.O.C(O)(C(F)(F)F)=O.[CH3:29][C:30]1[CH:31]=[CH:32][C:33]([S:36]([OH:39])(=[O:38])=[O:37])=[CH:34][CH:35]=1, predict the reaction product. The product is: [S:36]([C:33]1[CH:34]=[CH:35][C:30]([CH3:29])=[CH:31][CH:32]=1)([OH:39])(=[O:38])=[O:37].[F:20][C:17]1[CH:18]=[CH:19][C:14]([O:13][CH:10]2[CH2:11][CH2:12][NH:8][CH2:9]2)=[CH:15][CH:16]=1. (2) Given the reactants F[P-](F)(F)(F)(F)F.N1(O[P+](N(C)C)(N(C)C)N(C)C)C2C=CC=CC=2N=N1.[CH:28]1([CH2:34][C@H:35]([N:39]2[CH2:47][C:46]3[C:41](=[CH:42][CH:43]=[CH:44][CH:45]=3)[C:40]2=[O:48])[C:36]([OH:38])=O)[CH2:33][CH2:32][CH2:31][CH2:30][CH2:29]1.[NH2:49][C:50]1[CH:55]=[CH:54][C:53]([CH3:56])=[CH:52][N:51]=1.C1(C[C@H](N2CC3C(=CC=CC=3)C2=O)C(NC2SC=CN=2)=O)CCCCC1, predict the reaction product. The product is: [CH:28]1([CH2:34][C@H:35]([N:39]2[CH2:47][C:46]3[C:41](=[CH:42][CH:43]=[CH:44][CH:45]=3)[C:40]2=[O:48])[C:36]([NH:49][C:50]2[CH:55]=[CH:54][C:53]([CH3:56])=[CH:52][N:51]=2)=[O:38])[CH2:29][CH2:30][CH2:31][CH2:32][CH2:33]1.